This data is from Catalyst prediction with 721,799 reactions and 888 catalyst types from USPTO. The task is: Predict which catalyst facilitates the given reaction. (1) Reactant: [NH2:1][C:2]([C:15]1[CH:20]=[CH:19][CH:18]=[C:17]([Br:21])[CH:16]=1)([C:5]1[CH:6]=[N:7][C:8]([O:11][CH:12]([F:14])[F:13])=[CH:9][CH:10]=1)[CH2:3][OH:4].Cl[CH2:23][C:24](Cl)=[O:25].C([O-])(C)(C)C.[K+]. Product: [Br:21][C:17]1[CH:16]=[C:15]([C:2]2([C:5]3[CH:6]=[N:7][C:8]([O:11][CH:12]([F:14])[F:13])=[CH:9][CH:10]=3)[NH:1][C:24](=[O:25])[CH2:23][O:4][CH2:3]2)[CH:20]=[CH:19][CH:18]=1. The catalyst class is: 107. (2) Reactant: F[C:2]1[CH:10]=[CH:9][C:8]([S:11]([CH3:14])(=[O:13])=[O:12])=[CH:7][C:3]=1[C:4]([OH:6])=[O:5].C(=O)([O-])[O-:16].[Cs+].[Cs+].[F:21][C:22]([F:28])([F:27])[CH:23]([CH3:26])[CH2:24]O.C(O)=O. Product: [CH3:14][S:11]([C:8]1[CH:9]=[CH:10][C:2]([O:16][C:23]([CH3:26])([CH3:24])[C:22]([F:28])([F:27])[F:21])=[C:3]([CH:7]=1)[C:4]([OH:6])=[O:5])(=[O:13])=[O:12]. The catalyst class is: 44. (3) Reactant: [BH4-].[Na+].[C:3]([C:11]1[CH:16]=[CH:15][C:14]([C:17]2[CH:24]=[N:23][CH:22]=[C:21]([Cl:25])[C:18]=2[C:19]#[N:20])=[CH:13][CH:12]=1)(=[O:10])[C:4]1[CH:9]=[CH:8][CH:7]=[CH:6][CH:5]=1. Product: [Cl:25][C:21]1[CH:22]=[N:23][CH:24]=[C:17]([C:14]2[CH:13]=[CH:12][C:11]([CH:3]([OH:10])[C:4]3[CH:5]=[CH:6][CH:7]=[CH:8][CH:9]=3)=[CH:16][CH:15]=2)[C:18]=1[C:19]#[N:20]. The catalyst class is: 98. (4) Reactant: COC(N[C@@H]1[CH:14]2C(=O)C[C@H:17](C(O)=O)[CH2:18][N:12]3[C:13]2=[C:9]([CH:10]=[CH:11]3)CC1)=O.[CH3:23]N(C(ON1N=NC2C=CC=NC1=2)=[N+](C)C)C.F[P-](F)(F)(F)(F)F.COC(OC)CN. Product: [CH3:17][CH2:18][N:12]([CH:13]([CH3:9])[CH3:14])[CH:11]([CH3:10])[CH3:23]. The catalyst class is: 9.